This data is from Full USPTO retrosynthesis dataset with 1.9M reactions from patents (1976-2016). The task is: Predict the reactants needed to synthesize the given product. (1) Given the product [Cl:1][C:2]1[CH:11]=[CH:10][CH:9]=[C:8]2[C:3]=1[CH:4]=[CH:5][N:6]([CH2:13][CH2:14][CH3:16])[C:7]2=[O:12], predict the reactants needed to synthesize it. The reactants are: [Cl:1][C:2]1[CH:11]=[CH:10][CH:9]=[C:8]2[C:3]=1[CH:4]=[CH:5][NH:6][C:7]2=[O:12].[CH3:13][C:14]([CH3:16])=O. (2) Given the product [OH:17][C@@H:14]1[CH2:16][CH2:7][CH2:6][C@H:5]([C:11]([O:10][CH:9]([CH3:13])[CH3:8])=[O:12])[CH2:15]1, predict the reactants needed to synthesize it. The reactants are: C(Cl)(=O)C.[CH:5]12[CH2:13][CH:9]([O:10][C:11]1=[O:12])[CH2:8][CH2:7][CH2:6]2.[CH:14]([OH:17])([CH3:16])[CH3:15]. (3) Given the product [F:1][C:2]1[CH:9]=[CH:8][CH:7]=[C:6]([C:10]([F:11])([F:12])[F:13])[C:3]=1[CH2:4][NH2:5], predict the reactants needed to synthesize it. The reactants are: [F:1][C:2]1[CH:9]=[CH:8][CH:7]=[C:6]([C:10]([F:13])([F:12])[F:11])[C:3]=1[C:4]#[N:5].CO. (4) Given the product [Br:1][C:2]1[CH:3]=[C:4]2[C:8](=[C:9]([C:11]([O:13][CH2:14][CH3:15])=[O:12])[CH:10]=1)[NH:7][CH:6]=[C:5]2[CH:16]1[CH2:17][CH:18]([CH3:23])[S:26](=[O:28])(=[O:25])[CH:20]([CH3:22])[CH2:21]1, predict the reactants needed to synthesize it. The reactants are: [Br:1][C:2]1[CH:3]=[C:4]2[C:8](=[C:9]([C:11]([O:13][CH2:14][CH3:15])=[O:12])[CH:10]=1)[NH:7][CH:6]=[C:5]2[CH:16]1[CH2:21][CH:20]([CH3:22])S[CH:18]([CH3:23])[CH2:17]1.O[O:25][S:26]([O-:28])=O.[K+].C(=O)(O)[O-].[Na+].OOS([O-])=O.[K+].C(=O)(O)[O-].[Na+]. (5) Given the product [CH3:15][O:14][C:10]1[CH:9]=[C:8]([CH:13]=[CH:12][CH:11]=1)[NH2:7], predict the reactants needed to synthesize it. The reactants are: C(OC(=O)[NH:7][C:8]1[CH:13]=[CH:12][CH:11]=[C:10]([O:14][C:15]2C(C(=O)NC3C=CC=CC=3)=CN=C(S(C)(=O)=O)N=2)[CH:9]=1)(C)(C)C.[H-].[H-].[H-].[H-].[Li+].[Al+3].